This data is from Full USPTO retrosynthesis dataset with 1.9M reactions from patents (1976-2016). The task is: Predict the reactants needed to synthesize the given product. (1) Given the product [F:20][C:21]([F:25])([F:24])[CH2:22][NH:23][CH2:1][C:3]1[CH:19]=[CH:18][CH:17]=[CH:16][C:4]=1[O:5][CH2:6][CH2:7][CH2:8][CH2:9][CH2:10][C:11]([O:13][CH2:14][CH3:15])=[O:12], predict the reactants needed to synthesize it. The reactants are: [CH:1]([C:3]1[CH:19]=[CH:18][CH:17]=[CH:16][C:4]=1[O:5][CH2:6][CH2:7][CH2:8][CH2:9][CH2:10][C:11]([O:13][CH2:14][CH3:15])=[O:12])=O.[F:20][C:21]([F:25])([F:24])[CH2:22][NH2:23].C(O)(=O)C.[BH-](OC(C)=O)(OC(C)=O)OC(C)=O.[Na+]. (2) Given the product [CH2:3]([O:10][C:11]([C:13]1[CH:18]=[CH:17][C:16](=[O:19])[N:15]([CH2:21][C:22]([O:24][CH2:25][CH3:26])=[O:23])[CH:14]=1)=[O:12])[C:4]1[CH:5]=[CH:6][CH:7]=[CH:8][CH:9]=1, predict the reactants needed to synthesize it. The reactants are: [H-].[Na+].[CH2:3]([O:10][C:11]([C:13]1[CH:18]=[CH:17][C:16](=[O:19])[NH:15][CH:14]=1)=[O:12])[C:4]1[CH:9]=[CH:8][CH:7]=[CH:6][CH:5]=1.Br[CH2:21][C:22]([O:24][CH2:25][CH3:26])=[O:23]. (3) Given the product [C-:1]#[N:2].[F:28][C:27]1[C:22]([B:10]([C:9]2[C:4]([F:3])=[C:5]([F:36])[C:6]([F:35])=[C:7]([F:34])[C:8]=2[F:33])[C:11]2[C:12]([F:21])=[C:13]([F:20])[C:14]([F:19])=[C:15]([F:18])[C:16]=2[F:17])=[C:23]([F:32])[C:24]([F:31])=[C:25]([F:30])[C:26]=1[F:29].[F:62][C:61]1[C:56]([B:44]([C:43]2[C:38]([F:37])=[C:39]([F:70])[C:40]([F:69])=[C:41]([F:68])[C:42]=2[F:67])[C:45]2[C:46]([F:55])=[C:47]([F:54])[C:48]([F:53])=[C:49]([F:52])[C:50]=2[F:51])=[C:57]([F:66])[C:58]([F:65])=[C:59]([F:64])[C:60]=1[F:63].[C:74]1([C+:73]([C:80]2[CH:81]=[CH:82][CH:83]=[CH:84][CH:85]=2)[C:86]2[CH:87]=[CH:88][CH:89]=[CH:90][CH:91]=2)[CH:75]=[CH:76][CH:77]=[CH:78][CH:79]=1, predict the reactants needed to synthesize it. The reactants are: [C-:1]#[N:2].[F:3][C:4]1[C:9]([B:10]([C:22]2[C:27]([F:28])=[C:26]([F:29])[C:25]([F:30])=[C:24]([F:31])[C:23]=2[F:32])[C:11]2[C:16]([F:17])=[C:15]([F:18])[C:14]([F:19])=[C:13]([F:20])[C:12]=2[F:21])=[C:8]([F:33])[C:7]([F:34])=[C:6]([F:35])[C:5]=1[F:36].[F:37][C:38]1[C:43]([B:44]([C:56]2[C:61]([F:62])=[C:60]([F:63])[C:59]([F:64])=[C:58]([F:65])[C:57]=2[F:66])[C:45]2[C:50]([F:51])=[C:49]([F:52])[C:48]([F:53])=[C:47]([F:54])[C:46]=2[F:55])=[C:42]([F:67])[C:41]([F:68])=[C:40]([F:69])[C:39]=1[F:70].[K+].Cl[C:73]([C:86]1[CH:91]=[CH:90][CH:89]=[CH:88][CH:87]=1)([C:80]1[CH:85]=[CH:84][CH:83]=[CH:82][CH:81]=1)[C:74]1[CH:79]=[CH:78][CH:77]=[CH:76][CH:75]=1. (4) The reactants are: C([O:3][C:4]([C:6]1[C:7]([CH3:22])=[N:8][C:9]2[C:14]([C:15]=1[NH2:16])=[C:13]([O:17][CH2:18][CH:19]([CH3:21])[CH3:20])[CH:12]=[CH:11][CH:10]=2)=[O:5])C.[OH-].[Na+]. Given the product [NH2:16][C:15]1[C:14]2[C:9](=[CH:10][CH:11]=[CH:12][C:13]=2[O:17][CH2:18][CH:19]([CH3:21])[CH3:20])[N:8]=[C:7]([CH3:22])[C:6]=1[C:4]([OH:5])=[O:3], predict the reactants needed to synthesize it. (5) Given the product [O:1]=[CH:2][CH2:3][CH2:4][CH2:5][C:6]1[C:14]2[C:9](=[CH:10][CH:11]=[C:12]([C:15]#[N:16])[CH:13]=2)[NH:8][CH:7]=1, predict the reactants needed to synthesize it. The reactants are: [OH:1][CH2:2][CH2:3][CH2:4][CH2:5][C:6]1[C:14]2[C:9](=[CH:10][CH:11]=[C:12]([C:15]#[N:16])[CH:13]=2)[NH:8][CH:7]=1.C(N(CC)CC)C.CS(C)=O.